Task: Regression/Classification. Given a drug SMILES string, predict its toxicity properties. Task type varies by dataset: regression for continuous values (e.g., LD50, hERG inhibition percentage) or binary classification for toxic/non-toxic outcomes (e.g., AMES mutagenicity, cardiotoxicity, hepatotoxicity). Dataset: ames.. Dataset: Ames mutagenicity test results for genotoxicity prediction (1) The molecule is CC1=CC(=O)C=C2CCC3C4CCC(=O)C4(C)CCC3C12C. The result is 0 (non-mutagenic). (2) The drug is CC1OCCc2cc3c(cc21)C(C)(C)C(C)C3(C)C. The result is 0 (non-mutagenic). (3) The molecule is O=C(CCNNC(=O)c1ccncc1)NCc1ccccc1. The result is 1 (mutagenic). (4) The compound is CC(C)(Oc1ccc([C@H]2CCCc3ccccc32)cc1)C(=O)O. The result is 0 (non-mutagenic).